Dataset: Catalyst prediction with 721,799 reactions and 888 catalyst types from USPTO. Task: Predict which catalyst facilitates the given reaction. Reactant: [Cl:1][C:2]1[CH:7]=[CH:6][C:5](F)=[C:4]([N+:9]([O-:11])=[O:10])[CH:3]=1.[S:12]1[CH2:15][CH:14]([NH2:16])[CH2:13]1.C(=O)([O-])[O-].[K+].[K+]. Product: [Cl:1][C:2]1[CH:7]=[CH:6][C:5]([NH:16][CH:14]2[CH2:15][S:12][CH2:13]2)=[C:4]([N+:9]([O-:11])=[O:10])[CH:3]=1. The catalyst class is: 42.